From a dataset of Reaction yield outcomes from USPTO patents with 853,638 reactions. Predict the reaction yield, written as a fraction of the theoretical maximum amount of product (1.0 means a 100% yield; for example, 0.34 means a 34% yield). The reactants are [OH:1][NH:2][C:3](=[NH:7])[CH:4]([CH3:6])[CH3:5].[OH:8][CH:9]1[CH2:14][CH2:13][N:12]([C:15]#N)[CH2:11][CH2:10]1. The catalyst is C(OCC)(=O)C.[Cl-].[Cl-].[Zn+2]. The product is [CH:4]([C:3]1[N:7]=[C:15]([N:12]2[CH2:13][CH2:14][CH:9]([OH:8])[CH2:10][CH2:11]2)[O:1][N:2]=1)([CH3:6])[CH3:5]. The yield is 0.710.